From a dataset of NCI-60 drug combinations with 297,098 pairs across 59 cell lines. Regression. Given two drug SMILES strings and cell line genomic features, predict the synergy score measuring deviation from expected non-interaction effect. (1) Drug 1: C1CN1P(=S)(N2CC2)N3CC3. Drug 2: C1=NC2=C(N=C(N=C2N1C3C(C(C(O3)CO)O)O)F)N. Cell line: U251. Synergy scores: CSS=29.8, Synergy_ZIP=-8.51, Synergy_Bliss=-1.86, Synergy_Loewe=-11.9, Synergy_HSA=-3.20. (2) Drug 1: C1=CC(=CC=C1CCC2=CNC3=C2C(=O)NC(=N3)N)C(=O)NC(CCC(=O)O)C(=O)O. Drug 2: CC12CCC3C(C1CCC2O)C(CC4=C3C=CC(=C4)O)CCCCCCCCCS(=O)CCCC(C(F)(F)F)(F)F. Cell line: COLO 205. Synergy scores: CSS=39.7, Synergy_ZIP=4.53, Synergy_Bliss=0.353, Synergy_Loewe=-15.7, Synergy_HSA=-0.709. (3) Drug 1: C1=CN(C=N1)CC(O)(P(=O)(O)O)P(=O)(O)O. Drug 2: CC1C(C(CC(O1)OC2CC(OC(C2O)C)OC3=CC4=CC5=C(C(=O)C(C(C5)C(C(=O)C(C(C)O)O)OC)OC6CC(C(C(O6)C)O)OC7CC(C(C(O7)C)O)OC8CC(C(C(O8)C)O)(C)O)C(=C4C(=C3C)O)O)O)O. Cell line: A549. Synergy scores: CSS=22.2, Synergy_ZIP=1.00, Synergy_Bliss=2.14, Synergy_Loewe=-19.1, Synergy_HSA=0.726. (4) Drug 1: CCCS(=O)(=O)NC1=C(C(=C(C=C1)F)C(=O)C2=CNC3=C2C=C(C=N3)C4=CC=C(C=C4)Cl)F. Drug 2: B(C(CC(C)C)NC(=O)C(CC1=CC=CC=C1)NC(=O)C2=NC=CN=C2)(O)O. Cell line: MDA-MB-435. Synergy scores: CSS=17.1, Synergy_ZIP=-0.395, Synergy_Bliss=-1.55, Synergy_Loewe=-2.49, Synergy_HSA=-2.76. (5) Drug 1: CC12CCC(CC1=CCC3C2CCC4(C3CC=C4C5=CN=CC=C5)C)O. Drug 2: CN(CC1=CN=C2C(=N1)C(=NC(=N2)N)N)C3=CC=C(C=C3)C(=O)NC(CCC(=O)O)C(=O)O. Cell line: UACC-257. Synergy scores: CSS=2.58, Synergy_ZIP=-3.62, Synergy_Bliss=-5.07, Synergy_Loewe=-9.69, Synergy_HSA=-5.33. (6) Drug 1: C1=CC(=CC=C1CCC2=CNC3=C2C(=O)NC(=N3)N)C(=O)NC(CCC(=O)O)C(=O)O. Drug 2: CCC(=C(C1=CC=CC=C1)C2=CC=C(C=C2)OCCN(C)C)C3=CC=CC=C3.C(C(=O)O)C(CC(=O)O)(C(=O)O)O. Cell line: OVCAR-8. Synergy scores: CSS=49.2, Synergy_ZIP=19.5, Synergy_Bliss=18.1, Synergy_Loewe=2.00, Synergy_HSA=17.4. (7) Drug 1: CN1C2=C(C=C(C=C2)N(CCCl)CCCl)N=C1CCCC(=O)O.Cl. Drug 2: C1CNP(=O)(OC1)N(CCCl)CCCl. Cell line: SF-268. Synergy scores: CSS=-2.26, Synergy_ZIP=0.774, Synergy_Bliss=0.306, Synergy_Loewe=-1.26, Synergy_HSA=-1.95. (8) Drug 1: C1=CN(C(=O)N=C1N)C2C(C(C(O2)CO)O)O.Cl. Drug 2: C1CN(P(=O)(OC1)NCCCl)CCCl. Cell line: NCI-H322M. Synergy scores: CSS=-2.71, Synergy_ZIP=2.32, Synergy_Bliss=2.19, Synergy_Loewe=-4.33, Synergy_HSA=-3.68.